From a dataset of Catalyst prediction with 721,799 reactions and 888 catalyst types from USPTO. Predict which catalyst facilitates the given reaction. (1) Reactant: [O-2].[Zn+2:2].[C:3]([OH:7])(=[O:6])[CH:4]=[CH2:5]. Product: [C:3]([O-:7])(=[O:6])[CH:4]=[CH2:5].[Zn+2:2].[C:3]([O-:7])(=[O:6])[CH:4]=[CH2:5]. The catalyst class is: 6. (2) Reactant: [C:1]([C:4]1[C:5](=[O:15])[O:6][C:7]2[C:12]([CH:13]=1)=[CH:11][CH:10]=[C:9]([F:14])[CH:8]=2)(=[O:3])[CH3:2].[Br:16]Br. Product: [Br:16][CH2:2][C:1]([C:4]1[C:5](=[O:15])[O:6][C:7]2[C:12]([CH:13]=1)=[CH:11][CH:10]=[C:9]([F:14])[CH:8]=2)=[O:3]. The catalyst class is: 22. (3) Reactant: [OH-].[K+:2].C[O:4][C:5]([C:7]1[CH:8]=[C:9]([C:17]#[C:18]C(C)CO)[CH:10]=[C:11]([C:13]([O:15]C)=[O:14])[CH:12]=1)=[O:6]. Product: [C:17]([C:9]1[CH:10]=[C:11]([C:13]([O-:15])=[O:14])[CH:12]=[C:7]([CH:8]=1)[C:5]([O-:6])=[O:4])#[CH:18].[K+:2].[K+:2]. The catalyst class is: 51. (4) Reactant: [F:1][C:2]1[CH:7]=[C:6]([F:8])[CH:5]=[CH:4][C:3]=1[N:9]1[C:16]2[C@H:15]3[CH2:17][C@H:14]3[CH2:13][C:12]=2[C:11]([C:18](O)=[O:19])=[N:10]1.[NH2:21][C:22]1([C:25](OC)=[O:26])[CH2:24][CH2:23]1.[BH4-].[Na+].Cl. Product: [OH:26][CH2:25][C:22]1([NH:21][C:18]([C:11]2[C:12]3[CH2:13][C@@H:14]4[CH2:17][C@@H:15]4[C:16]=3[N:9]([C:3]3[CH:4]=[CH:5][C:6]([F:8])=[CH:7][C:2]=3[F:1])[N:10]=2)=[O:19])[CH2:24][CH2:23]1. The catalyst class is: 127. (5) Reactant: [NH2:1][CH2:2][CH:3]([CH:5]1[CH2:7][CH2:6]1)[OH:4].C(=O)([O-])[O-].[Cs+].[Cs+].Br[CH:15]([C:17]1[C:18]([Cl:24])=[N:19][C:20]([Cl:23])=[CH:21][CH:22]=1)[CH3:16]. Product: [CH:5]1([CH:3]([OH:4])[CH2:2][NH:1][CH:15]([C:17]2[C:18]([Cl:24])=[N:19][C:20]([Cl:23])=[CH:21][CH:22]=2)[CH3:16])[CH2:7][CH2:6]1. The catalyst class is: 3. (6) Reactant: Br[C:2]1[CH:3]=[C:4]([CH:7]=[O:8])[O:5][CH:6]=1.[CH:9](/B(O)O)=[CH:10]/[CH3:11].C(C1OC(C=O)=CC=1)C1C=CC=CC=1. Product: [CH:9](/[C:2]1[CH:3]=[C:4]([CH:7]=[O:8])[O:5][CH:6]=1)=[CH:10]/[CH3:11]. The catalyst class is: 3.